This data is from Peptide-MHC class I binding affinity with 185,985 pairs from IEDB/IMGT. The task is: Regression. Given a peptide amino acid sequence and an MHC pseudo amino acid sequence, predict their binding affinity value. This is MHC class I binding data. (1) The binding affinity (normalized) is 0.359. The MHC is HLA-A24:02 with pseudo-sequence HLA-A24:02. The peptide sequence is RFPIGTAPVL. (2) The peptide sequence is AETGSQGVYM. The MHC is HLA-B40:02 with pseudo-sequence HLA-B40:02. The binding affinity (normalized) is 0.518. (3) The peptide sequence is THEILWPSF. The MHC is HLA-B39:01 with pseudo-sequence HLA-B39:01. The binding affinity (normalized) is 0.278.